This data is from CYP2C19 inhibition data for predicting drug metabolism from PubChem BioAssay. The task is: Regression/Classification. Given a drug SMILES string, predict its absorption, distribution, metabolism, or excretion properties. Task type varies by dataset: regression for continuous measurements (e.g., permeability, clearance, half-life) or binary classification for categorical outcomes (e.g., BBB penetration, CYP inhibition). Dataset: cyp2c19_veith. The drug is CN1C(=O)c2ccccc2Sc2ccc(C(=O)N3CCC4(CC3)OCCO4)cc21. The result is 0 (non-inhibitor).